Predict which catalyst facilitates the given reaction. From a dataset of Catalyst prediction with 721,799 reactions and 888 catalyst types from USPTO. (1) Reactant: [Cl:1][C:2]1[C:7]([CH2:8][CH2:9][CH2:10][OH:11])=[C:6](Cl)[N:5]=[C:4](/[CH:13]=[CH:14]/[C:15]2[CH:20]=[CH:19][CH:18]=[CH:17][CH:16]=2)[N:3]=1.C([O-])([O-])=O.[K+].[K+]. Product: [Cl:1][C:2]1[C:7]2[CH2:8][CH2:9][CH2:10][O:11][C:6]=2[N:5]=[C:4](/[CH:13]=[CH:14]/[C:15]2[CH:20]=[CH:19][CH:18]=[CH:17][CH:16]=2)[N:3]=1. The catalyst class is: 3. (2) Reactant: [OH:1][C:2]1[CH:10]=[CH:9][CH:8]=[C:7]2[C:3]=1[CH2:4][CH2:5][C:6]2=[O:11].N1C=CN=C1.[Si:17](Cl)([C:20]([CH3:23])([CH3:22])[CH3:21])([CH3:19])[CH3:18]. Product: [C:20]([Si:17]([CH3:19])([CH3:18])[O:1][C:2]1[CH:10]=[CH:9][CH:8]=[C:7]2[C:3]=1[CH2:4][CH2:5][C:6]2=[O:11])([CH3:23])([CH3:22])[CH3:21]. The catalyst class is: 91. (3) Reactant: C(OC(=O)[NH:7][C@H:8]([C:13](=[S:15])[NH2:14])[CH2:9][CH:10]([CH3:12])[CH3:11])(C)(C)C.Br[CH2:18][CH:19]([O:22]C)[O:20]C.[C:24]1(C)C=CC(S(O)(=O)=O)=C[CH:25]=1. Product: [C:19]([OH:22])(=[O:20])[CH3:18].[CH3:12][CH:10]([CH3:11])[CH2:9][C@@H:8]([C:13]1[S:15][CH:24]=[CH:25][N:14]=1)[NH2:7]. The catalyst class is: 15. (4) Reactant: C(OC(=O)[NH:7][C:8]1[CH:13]=[C:12]([N:14]2[CH2:17][CH2:16][CH2:15]2)[C:11]([Cl:18])=[CH:10][C:9]=1[NH:19][C:20](=[O:32])[CH2:21][C:22]([C:24]1[CH:29]=[CH:28][N:27]=[C:26]([C:30]#[N:31])[CH:25]=1)=O)(C)(C)C.C(O)(C(F)(F)F)=O. Product: [N:14]1([C:12]2[C:11]([Cl:18])=[CH:10][C:9]3[NH:19][C:20](=[O:32])[CH2:21][C:22]([C:24]4[CH:29]=[CH:28][N:27]=[C:26]([C:30]#[N:31])[CH:25]=4)=[N:7][C:8]=3[CH:13]=2)[CH2:17][CH2:16][CH2:15]1. The catalyst class is: 2. (5) Reactant: [C:1]([O:4][C:5]1[C:6](=[CH:10][CH:11]=[CH:12][CH:13]=1)[C:7]([OH:9])=[O:8])(=[O:3])[CH3:2].OC1C2N=NNC=2C=CC=1.C1CCC(N=C=NC2CCCCC2)CC1.O[C:40]1[CH:45]=[CH:44][C:43]([C:46]2[S:50][S:49][C:48](=[S:51])[CH:47]=2)=[CH:42][CH:41]=1. Product: [C:1]([O:4][C:5]1[CH:13]=[CH:12][CH:11]=[CH:10][C:6]=1[C:7]([O:9][C:40]1[CH:41]=[CH:42][C:43]([C:46]2[S:50][S:49][C:48](=[S:51])[CH:47]=2)=[CH:44][CH:45]=1)=[O:8])(=[O:3])[CH3:2]. The catalyst class is: 42.